This data is from Reaction yield outcomes from USPTO patents with 853,638 reactions. The task is: Predict the reaction yield, written as a fraction of the theoretical maximum amount of product (1.0 means a 100% yield; for example, 0.34 means a 34% yield). (1) The reactants are [Br:1][C:2]1[CH:15]=[CH:14][C:5]([N:6]=[CH:7][C:8]2[CH:13]=[CH:12][N:11]=[CH:10][CH:9]=2)=[CH:4][CH:3]=1.C1(C)C=CC(S(C[C:26]#[N:27])(=O)=O)=CC=1.[C:29]([O-])([O-])=O.[K+].[K+].O. The catalyst is COCCOC.CO. The product is [Br:1][C:2]1[CH:15]=[CH:14][C:5]([N:6]2[C:7]([C:8]3[CH:9]=[CH:10][N:11]=[CH:12][CH:13]=3)=[CH:26][N:27]=[CH:29]2)=[CH:4][CH:3]=1. The yield is 0.790. (2) The reactants are [H-].[Na+:2].[C:3]([O:9][CH2:10][CH3:11])(=[O:8])[CH2:4][C:5]([CH3:7])=O.Cl[CH2:13][C:14](=[O:20])[CH2:15][C:16]([O:18][CH3:19])=[O:17]. The catalyst is C1COCC1. The product is [CH2:10]([O:9][C:3]([C:4]1[CH2:13][C:14]([O-:20])=[C:15]([C:16]([O:18][CH3:19])=[O:17])[C:5]=1[CH3:7])=[O:8])[CH3:11].[Na+:2]. The yield is 0.980.